This data is from Full USPTO retrosynthesis dataset with 1.9M reactions from patents (1976-2016). The task is: Predict the reactants needed to synthesize the given product. (1) Given the product [Br:1][C:2]1[CH:10]=[CH:9][C:5]([C:6]([O:8][CH3:12])=[O:7])=[C:4]([CH3:11])[CH:3]=1, predict the reactants needed to synthesize it. The reactants are: [Br:1][C:2]1[CH:10]=[CH:9][C:5]([C:6]([OH:8])=[O:7])=[C:4]([CH3:11])[CH:3]=1.[CH3:12]O. (2) Given the product [CH3:21][CH:20]1[CH2:19][N:7]2[N:8]=[C:9]([CH2:11][O:12][C:13]3[CH:18]=[CH:17][CH:16]=[CH:15][CH:14]=3)[CH:10]=[C:6]2[C:23](=[O:25])[NH:22]1, predict the reactants needed to synthesize it. The reactants are: C(OC([C:6]1[N:7]([CH2:19][CH:20]([NH:22][C:23]([O:25]C(C)(C)C)=O)[CH3:21])[N:8]=[C:9]([CH2:11][O:12][C:13]2[CH:18]=[CH:17][CH:16]=[CH:15][CH:14]=2)[CH:10]=1)=O)C.O(CC1C=C2C(=O)NCCN2N=1)C1C=CC=CC=1. (3) Given the product [CH3:35][C:33]1[CH:34]=[C:26]([C:24]([C:20]2[N:21]=[CH:22][N:23]=[C:18]([N:1]3[CH2:2][CH2:3][CH:4]([N:7]4[C:15]5[C:10](=[N:11][CH:12]=[CH:13][CH:14]=5)[NH:9][C:8]4=[O:16])[CH2:5][CH2:6]3)[CH:19]=2)=[O:25])[CH:27]=[C:28]2[C:32]=1[NH:31][C:30](=[O:36])[CH2:29]2, predict the reactants needed to synthesize it. The reactants are: [NH:1]1[CH2:6][CH2:5][CH:4]([N:7]2[C:15]3[C:10](=[N:11][CH:12]=[CH:13][CH:14]=3)[NH:9][C:8]2=[O:16])[CH2:3][CH2:2]1.Cl[C:18]1[N:23]=[CH:22][N:21]=[C:20]([C:24]([C:26]2[CH:27]=[C:28]3[C:32](=[C:33]([CH3:35])[CH:34]=2)[NH:31][C:30](=[O:36])[CH2:29]3)=[O:25])[CH:19]=1.CCN(C(C)C)C(C)C.C(#N)C.O. (4) Given the product [Cl:6][C:7]1[CH:8]=[C:9]([CH:10]=[C:11]([C:14]([F:17])([F:15])[F:16])[C:12]=1[F:13])[NH2:18], predict the reactants needed to synthesize it. The reactants are: C(O)(=O)C.O.[Cl:6][C:7]1[CH:8]=[C:9]([N+:18]([O-])=O)[CH:10]=[C:11]([C:14]([F:17])([F:16])[F:15])[C:12]=1[F:13]. (5) Given the product [CH3:25][O:26][C:2]1[S:6][C:5]([NH:7][C:8]([NH:10][S:11]([C:14]2[CH:19]=[CH:18][CH:17]=[C:16]([CH3:20])[CH:15]=2)(=[O:13])=[O:12])=[O:9])=[N:4][C:3]=1[CH3:21], predict the reactants needed to synthesize it. The reactants are: Br[C:2]1[S:6][C:5]([NH:7][C:8]([NH:10][S:11]([C:14]2[CH:19]=[CH:18][CH:17]=[C:16]([CH3:20])[CH:15]=2)(=[O:13])=[O:12])=[O:9])=[N:4][C:3]=1[CH3:21].C[S-].[Na+].[CH3:25][OH:26]. (6) Given the product [CH2:1]([C:8]1[C:9]([O:29][C:30]2[CH:35]=[CH:34][C:33]([F:36])=[CH:32][C:31]=2[CH:37]([OH:39])[CH3:38])=[N:10][C:11]2[C:16]([CH:17]=1)=[CH:15][C:14]([N:18]1[CH:22]=[C:21]([C:23]3[CH:28]=[CH:27][CH:26]=[CH:25][CH:24]=3)[N:20]=[N:19]1)=[CH:13][CH:12]=2)[C:2]1[CH:3]=[CH:4][CH:5]=[CH:6][CH:7]=1, predict the reactants needed to synthesize it. The reactants are: [CH2:1]([C:8]1[C:9]([O:29][C:30]2[CH:35]=[CH:34][C:33]([F:36])=[CH:32][C:31]=2[C:37](=[O:39])[CH3:38])=[N:10][C:11]2[C:16]([CH:17]=1)=[CH:15][C:14]([N:18]1[CH:22]=[C:21]([C:23]3[CH:28]=[CH:27][CH:26]=[CH:25][CH:24]=3)[N:20]=[N:19]1)=[CH:13][CH:12]=2)[C:2]1[CH:7]=[CH:6][CH:5]=[CH:4][CH:3]=1.[BH4-].[Na+].